This data is from Full USPTO retrosynthesis dataset with 1.9M reactions from patents (1976-2016). The task is: Predict the reactants needed to synthesize the given product. Given the product [OH:7][C@@H:6]1[C@H:2]([OH:1])[C@@H:3]([CH2:20][OH:21])[N:4]([CH2:13][CH2:24][CH2:25][C:26]2[CH:31]=[CH:30][CH:29]=[CH:28][CH:27]=2)[C@@H:5]1[CH2:8][C:9]([NH:11][CH3:12])=[O:10], predict the reactants needed to synthesize it. The reactants are: [OH:1][C@H:2]1[C@@H:6]([OH:7])[C@@H:5]([CH2:8][C:9]([NH:11][CH3:12])=[O:10])[N:4]([C:13](OC(C)(C)C)=O)[C@@H:3]1[CH2:20][OH:21].Cl.C(=O)[CH2:24][CH2:25][C:26]1[CH:31]=[CH:30][CH:29]=[CH:28][CH:27]=1.[BH3-]C#N.[Na+].